From a dataset of Full USPTO retrosynthesis dataset with 1.9M reactions from patents (1976-2016). Predict the reactants needed to synthesize the given product. (1) Given the product [Cl:14][C:12]1[N:11]=[CH:10][N:9]=[C:8]([O:25][C:23]2[CH:22]=[C:21]([CH3:26])[C:19]3[N:20]=[C:16]([CH3:15])[NH:17][C:18]=3[CH:24]=2)[CH:13]=1, predict the reactants needed to synthesize it. The reactants are: C(=O)([O-])[O-].[K+].[K+].Cl[C:8]1[CH:13]=[C:12]([Cl:14])[N:11]=[CH:10][N:9]=1.[CH3:15][C:16]1[NH:17][C:18]2[CH:24]=[C:23]([OH:25])[CH:22]=[C:21]([CH3:26])[C:19]=2[N:20]=1. (2) Given the product [ClH:8].[ClH:8].[Cl:8][C:6]1[CH:7]=[C:2]([NH:11][C:12]2[CH:13]=[C:14]3[C:18]4=[C:19]([CH2:21][O:22][CH2:23][CH2:24][N:17]4[C@H:16]4[CH2:25][CH2:26][NH:27][CH2:28][C@@H:15]34)[CH:20]=2)[C:3]([C:9]#[N:10])=[N:4][CH:5]=1, predict the reactants needed to synthesize it. The reactants are: Br[C:2]1[C:3]([C:9]#[N:10])=[N:4][CH:5]=[C:6]([Cl:8])[CH:7]=1.[NH2:11][C:12]1[CH:13]=[C:14]2[C:18]3=[C:19]([CH2:21][O:22][CH2:23][CH2:24][N:17]3[C@H:16]3[CH2:25][CH2:26][N:27](C(OC(C)(C)C)=O)[CH2:28][C@@H:15]23)[CH:20]=1.